This data is from Full USPTO retrosynthesis dataset with 1.9M reactions from patents (1976-2016). The task is: Predict the reactants needed to synthesize the given product. (1) Given the product [C:14]([O:3][CH2:2][C:1]([O:5][CH3:6])=[O:4])(=[O:21])[C:15]1[CH:20]=[CH:19][CH:18]=[CH:17][CH:16]=1, predict the reactants needed to synthesize it. The reactants are: [C:1]([O:5][CH3:6])(=[O:4])[CH2:2][OH:3].C(N(CC)CC)C.[C:14](Cl)(=[O:21])[C:15]1[CH:20]=[CH:19][CH:18]=[CH:17][CH:16]=1.C(=O)(O)[O-].[Na+]. (2) Given the product [NH:4]1[C:5]2=[N:6][CH:7]=[CH:8][CH:9]=[C:10]2[CH2:2][C:3]1=[O:11], predict the reactants needed to synthesize it. The reactants are: Br[C:2]1(Br)[C:10]2[C:5](=[N:6][CH:7]=[CH:8][CH:9]=2)[NH:4][C:3]1=[O:11].[NH4+].[Cl-]. (3) Given the product [Cl:12][C:13]1[CH:18]=[CH:17][CH:16]=[CH:15][C:14]=1[N:19]1[C:7](=[O:9])[C:6]2[C:5](=[CH:4][CH:3]=[C:2]([F:1])[CH:10]=2)[NH:11][C:20]1=[S:21], predict the reactants needed to synthesize it. The reactants are: [F:1][C:2]1[CH:10]=[C:6]([C:7]([OH:9])=O)[C:5]([NH2:11])=[CH:4][CH:3]=1.[Cl:12][C:13]1[CH:18]=[CH:17][CH:16]=[CH:15][C:14]=1[N:19]=[C:20]=[S:21]. (4) Given the product [Br:15][CH:12]([CH3:13])[C:11]([C:9]1[S:8][C:7]2[C:2]([Cl:1])=[CH:3][CH:4]=[CH:5][C:6]=2[CH:10]=1)=[O:14], predict the reactants needed to synthesize it. The reactants are: [Cl:1][C:2]1[C:7]2[S:8][C:9]([C:11](=[O:14])[CH2:12][CH3:13])=[CH:10][C:6]=2[CH:5]=[CH:4][CH:3]=1.[Br-:15].[Br-].[Br-].C1([N+](C)(C)C)C=CC=CC=1.C1([N+](C)(C)C)C=CC=CC=1.C1([N+](C)(C)C)C=CC=CC=1. (5) Given the product [CH3:30][O:1][CH2:2][CH2:3][C@@H:4]1[C@@H:12]([O:13][C:14]2[CH:15]=[CH:16][CH:17]=[CH:18][CH:19]=2)[C@H:11]([CH3:20])[O:10][C:9](=[O:21])[C@@H:8]([NH:22][C:23](=[O:29])[O:24][C:25]([CH3:28])([CH3:27])[CH3:26])[CH2:7][CH2:6][CH2:5]1, predict the reactants needed to synthesize it. The reactants are: [OH:1][CH2:2][CH2:3][C@@H:4]1[C@@H:12]([O:13][C:14]2[CH:19]=[CH:18][CH:17]=[CH:16][CH:15]=2)[C@H:11]([CH3:20])[O:10][C:9](=[O:21])[C@@H:8]([NH:22][C:23](=[O:29])[O:24][C:25]([CH3:28])([CH3:27])[CH3:26])[CH2:7][CH2:6][CH2:5]1.[CH3:30]N(C1C2C(N(C)C)=CC=CC=2C=CC=1)C.F[B-](F)(F)F.C[O+](C)C. (6) Given the product [C:9]([CH:1]=[CH:2][C:3]1[CH:8]=[CH:7][CH:6]=[CH:5][CH:4]=1)([CH:10]=[CH2:11])=[O:13], predict the reactants needed to synthesize it. The reactants are: [CH2:1]=[CH:2][C:3]1[CH:8]=[CH:7][CH:6]=[CH:5][CH:4]=1.[C:9](OC)(=[O:13])[C:10](C)=[CH2:11].C(OCCCC)(=O)C(C)=C.S(OOS([O-])(=O)=O)([O-])(=O)=O.[Na+].[Na+]. (7) Given the product [CH3:22][N:11]([CH2:10][C:2]1[N:1]=[C:5]2[CH:6]=[CH:7][CH:8]=[CH:9][N:4]2[C:3]=1[CH2:28][N:29]([CH3:40])[CH:30]([CH3:39])[CH3:31])[C@@H:12]1[C:21]2[N:20]=[CH:19][CH:18]=[CH:17][C:16]=2[CH2:15][CH2:14][CH2:13]1, predict the reactants needed to synthesize it. The reactants are: [N:1]1[C:2]([CH2:10][N:11]([CH3:22])[C@@H:12]2[C:21]3[N:20]=[CH:19][CH:18]=[CH:17][C:16]=3[CH2:15][CH2:14][CH2:13]2)=[CH:3][N:4]2[CH:9]=[CH:8][CH:7]=[CH:6][C:5]=12.CNC(C)C.[CH3:28][N:29]([CH2:40]C1N=C2C=CC=CN2C=1CN1CCOCC1)[C@@H:30]1[C:39]2N=CC=CC=2CC[CH2:31]1. (8) Given the product [C:14]1([CH3:23])[CH:19]=[CH:18][C:17]([S:20]([CH:7]([C:6]2[CH:5]=[C:4]([O:10][CH3:11])[C:3]([O:12][CH3:13])=[C:2]([Cl:1])[CH:9]=2)[NH:41][CH:39]=[O:40])(=[O:22])=[O:21])=[CH:16][CH:15]=1, predict the reactants needed to synthesize it. The reactants are: [Cl:1][C:2]1[C:3]([O:12][CH3:13])=[C:4]([O:10][CH3:11])[CH:5]=[C:6]([CH:9]=1)[CH:7]=O.[C:14]1([CH3:23])[CH:19]=[CH:18][C:17]([S:20]([OH:22])=[O:21])=[CH:16][CH:15]=1.C12(CS(O)(=O)=O)C(C)(C)C(CC1)CC2=O.[CH:39]([NH2:41])=[O:40]. (9) Given the product [O:14]1[CH2:15][CH:16]=[C:11]([C:9]2[NH:8][C:4]3=[N:5][CH:6]=[CH:7][C:2]([C:33]4[CH:34]=[CH:35][C:30]([CH2:29][NH:28][C:26]([C:24]5[O:25][C:21]([C:17]([CH3:18])([CH3:19])[CH3:20])=[N:22][N:23]=5)=[O:27])=[C:31]([F:39])[CH:32]=4)=[C:3]3[N:10]=2)[CH2:12][CH2:13]1, predict the reactants needed to synthesize it. The reactants are: Cl[C:2]1[CH:7]=[CH:6][N:5]=[C:4]2[NH:8][C:9]([C:11]3[CH2:12][CH2:13][O:14][CH2:15][CH:16]=3)=[N:10][C:3]=12.[C:17]([C:21]1[O:25][C:24]([C:26]([NH:28][CH2:29][C:30]2[CH:35]=[CH:34][C:33](B(O)O)=[CH:32][C:31]=2[F:39])=[O:27])=[N:23][N:22]=1)([CH3:20])([CH3:19])[CH3:18].C(=O)([O-])[O-].[K+].[K+].O1CCOCC1.O. (10) Given the product [CH:10]1([CH2:16][CH2:17][CH2:18][C:19]([NH:9][CH2:1][CH2:2][C:3]2[CH:8]=[CH:7][C:6]([S:42]([Cl:41])(=[O:44])=[O:43])=[CH:5][CH:4]=2)=[O:21])[CH2:15][CH2:14][CH2:13][CH2:12][CH2:11]1, predict the reactants needed to synthesize it. The reactants are: [CH2:1]([NH2:9])[CH2:2][C:3]1[CH:8]=[CH:7][CH:6]=[CH:5][CH:4]=1.[CH:10]1([CH2:16][CH2:17][CH2:18][C:19]([OH:21])=O)[CH2:15][CH2:14][CH2:13][CH2:12][CH2:11]1.C(N=C=NC(C)C)(C)C.OC1C2N=NNC=2C=CC=1.[Cl:41][S:42](O)(=[O:44])=[O:43].P(Cl)(Cl)(Cl)(Cl)Cl.